The task is: Predict the reaction yield, written as a fraction of the theoretical maximum amount of product (1.0 means a 100% yield; for example, 0.34 means a 34% yield).. This data is from Reaction yield outcomes from USPTO patents with 853,638 reactions. (1) The reactants are [CH2:1]([C@@H:5]1[NH:10][CH2:9][C@H:8]([CH2:11][CH:12]([CH3:14])[CH3:13])[NH:7][C:6]1=[O:15])[CH:2]([CH3:4])[CH3:3].[C:16]([C:20]1[CH:25]=[CH:24][C:23](/[CH:26]=[CH:27]/[C:28](O)=[O:29])=[CH:22][CH:21]=1)([CH3:19])([CH3:18])[CH3:17].C([C@@H]1N(C([C@@H]2C[C@H]2C2C=CC=CC=2)=O)C[C@H](CC(C)C)NC1=O)C(C)C. No catalyst specified. The product is [CH2:1]([C@@H:5]1[N:10]([C:28](=[O:29])/[CH:27]=[CH:26]/[C:23]2[CH:24]=[CH:25][C:20]([C:16]([CH3:18])([CH3:17])[CH3:19])=[CH:21][CH:22]=2)[CH2:9][C@H:8]([CH2:11][CH:12]([CH3:14])[CH3:13])[NH:7][C:6]1=[O:15])[CH:2]([CH3:4])[CH3:3]. The yield is 0.850. (2) The reactants are [Br:1][C:2]1[CH:3]=[N:4][NH:5][C:6]=1[C:7]1[CH:12]=[CH:11][C:10]([F:13])=[CH:9][CH:8]=1.C([O-])([O-])=O.[Cs+].[Cs+].Br[CH2:21][CH2:22][C:23]#[N:24].O. The catalyst is CN(C=O)C. The product is [Br:1][C:2]1[C:6]([C:7]2[CH:8]=[CH:9][C:10]([F:13])=[CH:11][CH:12]=2)=[N:5][N:4]([CH2:21][CH2:22][C:23]#[N:24])[CH:3]=1. The yield is 0.850. (3) The reactants are [CH2:1]([NH:8][C:9]([C:11]1[S:15][C:14]([NH2:16])=[N:13][C:12]=1[C:17]([F:20])([F:19])[F:18])=[O:10])[C:2]1[CH:7]=[CH:6][CH:5]=[CH:4][CH:3]=1.[C:21](Cl)(=[O:28])[C:22]1[CH:27]=[CH:26][CH:25]=[CH:24][CH:23]=1. No catalyst specified. The product is [CH2:1]([NH:8][C:9]([C:11]1[S:15][C:14]([NH:16][C:21](=[O:28])[C:22]2[CH:27]=[CH:26][CH:25]=[CH:24][CH:23]=2)=[N:13][C:12]=1[C:17]([F:20])([F:18])[F:19])=[O:10])[C:2]1[CH:7]=[CH:6][CH:5]=[CH:4][CH:3]=1. The yield is 0.620. (4) The reactants are C1(C)C=CC(S(O)(=O)=O)=CC=1.[C:12]1([CH:18]([CH:21]=O)[CH:19]=O)[CH:17]=[CH:16][CH:15]=[CH:14][CH:13]=1.[N+:23]([C:26]1[CH:31]=[CH:30][CH:29]=[CH:28][C:27]=1[NH:32][NH2:33])([O-:25])=[O:24]. The catalyst is CCO. The product is [N+:23]([C:26]1[CH:31]=[CH:30][CH:29]=[CH:28][C:27]=1[N:32]1[CH:21]=[C:18]([C:12]2[CH:17]=[CH:16][CH:15]=[CH:14][CH:13]=2)[CH:19]=[N:33]1)([O-:25])=[O:24]. The yield is 0.570. (5) The catalyst is C(Cl)Cl.C(#N)C. The product is [Br:1][C:2]([F:26])([F:25])[C:3]([F:24])([F:23])[O:4][C:5]1[CH:10]=[CH:9][C:8]([O:11][C:12]([F:18])([F:17])[C:13]([F:16])([F:15])[Br:14])=[CH:7][C:6]=1[S:19]([Cl:37])(=[O:21])=[O:20]. The reactants are [Br:1][C:2]([F:26])([F:25])[C:3]([F:24])([F:23])[O:4][C:5]1[CH:10]=[CH:9][C:8]([O:11][C:12]([F:18])([F:17])[C:13]([F:16])([F:15])[Br:14])=[CH:7][C:6]=1[S:19](O)(=[O:21])=[O:20].[K].S1(CCCC1)(=O)=O.P(Cl)(Cl)([Cl:37])=O. The yield is 0.882. (6) The reactants are [H-].[Na+].[Cl:3][C:4]1[CH:5]=[C:6]([CH:24]=[CH:25][C:26]=1[Cl:27])[CH2:7][CH:8]1[C:17]2[CH:16]=[C:15]([OH:18])[CH:14]=[CH:13][C:12]=2[CH2:11][CH2:10][CH:9]1[N:19]1[CH2:23][CH2:22][CH2:21][CH2:20]1.Br[CH2:29][CH2:30][NH:31][C:32](=[O:38])[O:33][C:34]([CH3:37])([CH3:36])[CH3:35].O. The catalyst is CCCCCC.CC(N(C)C)=O. The product is [Cl:3][C:4]1[CH:5]=[C:6]([CH:24]=[CH:25][C:26]=1[Cl:27])[CH2:7][CH:8]1[C:17]2[CH:16]=[C:15]([O:18][CH2:29][CH2:30][NH:31][C:32](=[O:38])[O:33][C:34]([CH3:37])([CH3:36])[CH3:35])[CH:14]=[CH:13][C:12]=2[CH2:11][CH2:10][CH:9]1[N:19]1[CH2:20][CH2:21][CH2:22][CH2:23]1. The yield is 0.970. (7) The reactants are [Br:1][C:2]1[CH:7]=[CH:6][C:5]([C:8](=[O:13])[C:9]([F:12])([F:11])[F:10])=[CH:4][CH:3]=1.[BH4-].[Na+].C(Cl)Cl. The catalyst is C1COCC1. The product is [Br:1][C:2]1[CH:7]=[CH:6][C:5]([CH:8]([OH:13])[C:9]([F:11])([F:12])[F:10])=[CH:4][CH:3]=1. The yield is 0.920. (8) The reactants are [Cl-].[Ca+2].[Cl-].[BH4-].[Na+].[CH3:6][N:7]1[C:11]([C:12]([NH:14][C:15]2[CH:16]=[C:17]([CH:38]=[CH:39][C:40]=2[CH3:41])[O:18][C:19]2[CH:20]=[CH:21][C:22]3[N:23]([CH:25]=[C:26]([NH:28][C:29]([CH:31]4[CH2:33][CH:32]4[C:34](OC)=[O:35])=[O:30])[N:27]=3)[N:24]=2)=[O:13])=[CH:10][C:9]([CH3:42])=[N:8]1.[Cl-].[NH4+]. The catalyst is O1CCCC1.C(O)C.C(OCC)(=O)C. The product is [OH:35][CH2:34][CH:32]1[CH2:33][CH:31]1[C:29]([NH:28][C:26]1[N:27]=[C:22]2[CH:21]=[CH:20][C:19]([O:18][C:17]3[CH:38]=[CH:39][C:40]([CH3:41])=[C:15]([NH:14][C:12]([C:11]4[N:7]([CH3:6])[N:8]=[C:9]([CH3:42])[CH:10]=4)=[O:13])[CH:16]=3)=[N:24][N:23]2[CH:25]=1)=[O:30]. The yield is 0.200. (9) The reactants are C[O:2][C:3](=[O:44])[C:4]1[CH:9]=[CH:8][CH:7]=[C:6]([CH2:10][N:11](C(OC(C)(C)C)=O)[C:12]2[CH:17]=[CH:16][C:15]([O:18][CH2:19][C:20]3[N:21]([C:28]4[C:33]([Cl:34])=[CH:32][CH:31]=[CH:30][C:29]=4[Cl:35])[N:22]=[CH:23][C:24]=3[CH:25]([CH3:27])[CH3:26])=[CH:14][C:13]=2[CH3:36])[CH:5]=1.Cl. The catalyst is O1CCOCC1. The product is [Cl:35][C:29]1[CH:30]=[CH:31][CH:32]=[C:33]([Cl:34])[C:28]=1[N:21]1[C:20]([CH2:19][O:18][C:15]2[CH:16]=[CH:17][C:12]([NH:11][CH2:10][C:6]3[CH:5]=[C:4]([CH:9]=[CH:8][CH:7]=3)[C:3]([OH:44])=[O:2])=[C:13]([CH3:36])[CH:14]=2)=[C:24]([CH:25]([CH3:27])[CH3:26])[CH:23]=[N:22]1. The yield is 0.900. (10) The reactants are [N:1]1[CH:6]=[CH:5]C=C[CH:2]=1.CC(C[AlH]CC(C)C)C.[K+].[Na+].[C:18]([O-:27])(=O)[CH:19]([CH:21]([C:23]([O-])=O)O)O.C(Cl)[Cl:29]. The catalyst is O. The product is [Cl:29][C:2]1[C:21]([CH3:23])=[C:19]([CH:18]=[O:27])[CH:5]=[CH:6][N:1]=1. The yield is 0.770.